From a dataset of Reaction yield outcomes from USPTO patents with 853,638 reactions. Predict the reaction yield, written as a fraction of the theoretical maximum amount of product (1.0 means a 100% yield; for example, 0.34 means a 34% yield). (1) The reactants are C1N=CN(C(N2C=NC=C2)=O)C=1.OC(C(F)(F)F)=O.[CH:20]1([C:26]2[C:27]3[CH:28]=[CH:29][C:30]([C:57](OC(C)(C)C)=[O:58])=[CH:31][C:32]=3[N:33]3[CH2:39][C:38]([C:40]([N:42]4[CH:47]5[CH2:48][CH2:49][CH:43]4[CH2:44][N:45]([CH3:50])[CH2:46]5)=[O:41])=[CH:37][C:36]4[CH:51]=[C:52]([O:55][CH3:56])[CH:53]=[CH:54][C:35]=4[C:34]=23)[CH2:25][CH2:24][CH2:23][CH2:22][CH2:21]1.[CH3:64][CH:65]([S:67]([NH2:70])(=[O:69])=[O:68])[CH3:66].C1CCN2C(=NCCC2)CC1. The catalyst is C1COCC1. The product is [CH:20]1([C:26]2[C:27]3[CH:28]=[CH:29][C:30]([C:57]([NH:70][S:67]([CH:65]([CH3:66])[CH3:64])(=[O:69])=[O:68])=[O:58])=[CH:31][C:32]=3[N:33]3[CH2:39][C:38]([C:40]([N:42]4[CH:43]5[CH2:49][CH2:48][CH:47]4[CH2:46][N:45]([CH3:50])[CH2:44]5)=[O:41])=[CH:37][C:36]4[CH:51]=[C:52]([O:55][CH3:56])[CH:53]=[CH:54][C:35]=4[C:34]=23)[CH2:21][CH2:22][CH2:23][CH2:24][CH2:25]1. The yield is 0.430. (2) The reactants are C(OC(=O)[NH:7][C@H:8]1[CH2:12][CH2:11][C@H:10]([N:13]2[C:24]3[C:16](=[CH:17][N:18]=[C:19]4[C:23]=3[CH:22]=[CH:21][N:20]4[S:25]([C:28]3[CH:33]=[CH:32][CH:31]=[CH:30][CH:29]=3)(=[O:27])=[O:26])[N:15]=[N:14]2)[CH2:9]1)(C)(C)C.FC(F)(F)C(O)=O. No catalyst specified. The product is [C:28]1([S:25]([N:20]2[CH:21]=[CH:22][C:23]3[C:19]2=[N:18][CH:17]=[C:16]2[C:24]=3[N:13]([C@H:10]3[CH2:11][CH2:12][C@H:8]([NH2:7])[CH2:9]3)[N:14]=[N:15]2)(=[O:26])=[O:27])[CH:33]=[CH:32][CH:31]=[CH:30][CH:29]=1. The yield is 0.760. (3) The reactants are [Si]([O:8][C@H:9]1[CH2:13][C@H:12]([O:14][C:15]2[CH:20]=[CH:19][N:18]=[C:17]3[NH:21][C:22]([C:24]4[C:33]5[C:28](=[CH:29][CH:30]=[CH:31][CH:32]=5)[CH:27]=[CH:26][CH:25]=4)=[N:23][C:16]=23)[CH2:11][C@H:10]1[CH2:34][OH:35])(C(C)(C)C)(C)C.Cl[S:37]([NH2:40])(=[O:39])=[O:38].Cl.C([O-])([O-])=O.[Na+].[Na+]. The catalyst is CC(N(C)C)=O.O. The product is [S:37](=[O:39])(=[O:38])([O:35][CH2:34][C@@H:10]1[CH2:11][C@@H:12]([O:14][C:15]2[CH:20]=[CH:19][N:18]=[C:17]3[NH:21][C:22]([C:24]4[C:33]5[C:28](=[CH:29][CH:30]=[CH:31][CH:32]=5)[CH:27]=[CH:26][CH:25]=4)=[N:23][C:16]=23)[CH2:13][C@@H:9]1[OH:8])[NH2:40]. The yield is 0.250. (4) The reactants are [CH:1]1[C:9]2[C:8]3[CH:10]=[CH:11][CH:12]=[CH:13][C:7]=3[O:6][C:5]=2[CH:4]=[CH:3][CH:2]=1.C(O)(=O)C.[Br:18]Br. The catalyst is O. The product is [Br:18][C:2]1[CH:3]=[CH:4][C:5]2[O:6][C:7]3[CH:13]=[CH:12][CH:11]=[CH:10][C:8]=3[C:9]=2[CH:1]=1. The yield is 0.310. (5) The reactants are [OH:1][C:2]1[CH:3]=[CH:4][CH:5]=[C:6]2[C:11]=1[CH:10]=[C:9]([C:12]([O:14][CH3:15])=[O:13])[CH:8]=[CH:7]2.N1C=CC=CC=1.[F:22][C:23]([F:36])([F:35])[S:24](O[S:24]([C:23]([F:36])([F:35])[F:22])(=[O:26])=[O:25])(=[O:26])=[O:25].C(OCC)C. The catalyst is ClCCl.O. The product is [F:22][C:23]([F:36])([F:35])[S:24]([O:1][C:2]1[CH:3]=[CH:4][CH:5]=[C:6]2[C:11]=1[CH:10]=[C:9]([C:12]([O:14][CH3:15])=[O:13])[CH:8]=[CH:7]2)(=[O:26])=[O:25]. The yield is 0.880. (6) The reactants are [F:1][C:2]([F:6])([F:5])[CH2:3][OH:4].C(=O)([O-])[O-].[Cs+].[Cs+].[C:13]([C:15]1([NH:18][C:19]([C@@H:21]2[CH2:25][C@@H:24]([S:26]([C:29]3[CH:34]=[CH:33][C:32](F)=[CH:31][C:30]=3[C:36]([F:39])([F:38])[F:37])(=[O:28])=[O:27])[CH2:23][N:22]2[C:40]2[N:41]([CH:46]3[CH2:49][CH2:48][CH2:47]3)[N:42]=[C:43]([CH3:45])[CH:44]=2)=[O:20])[CH2:17][CH2:16]1)#[N:14]. The catalyst is CN(C=O)C. The yield is 0.140. The product is [C:13]([C:15]1([NH:18][C:19]([C@H:21]2[CH2:25][C@@H:24]([S:26]([C:29]3[CH:34]=[CH:33][C:32]([O:4][CH2:3][C:2]([F:6])([F:5])[F:1])=[CH:31][C:30]=3[C:36]([F:37])([F:39])[F:38])(=[O:27])=[O:28])[CH2:23][N:22]2[C:40]2[N:41]([CH:46]3[CH2:49][CH2:48][CH2:47]3)[N:42]=[C:43]([CH3:45])[CH:44]=2)=[O:20])[CH2:17][CH2:16]1)#[N:14]. (7) The reactants are C1(C#C)C=CC=CC=1.[C:9]1([CH2:15][CH2:16][CH2:17][C:18]#[CH:19])[CH:14]=[CH:13][CH:12]=[CH:11][CH:10]=1.[N:20]([C:23]1[S:24][C:25]([C:29]([NH:31][CH2:32][C:33]2[CH:38]=[CH:37][CH:36]=[CH:35][CH:34]=2)=[O:30])=[C:26]([CH3:28])[N:27]=1)=[N+:21]=[N-:22]. No catalyst specified. The product is [CH2:32]([NH:31][C:29]([C:25]1[S:24][C:23]([N:20]2[CH:19]=[C:18]([CH2:17][CH2:16][CH2:15][C:9]3[CH:14]=[CH:13][CH:12]=[CH:11][CH:10]=3)[N:22]=[N:21]2)=[N:27][C:26]=1[CH3:28])=[O:30])[C:33]1[CH:34]=[CH:35][CH:36]=[CH:37][CH:38]=1. The yield is 0.320. (8) The reactants are Br[C:2]1[S:6][C:5]([NH:7][C:8]([NH:10][C:11]2[CH:16]=[CH:15][C:14]([CH3:17])=[CH:13][C:12]=2[C:18]([CH:20]2[CH2:24][CH2:23][CH2:22][CH2:21]2)=[O:19])=[O:9])=[N:4][CH:3]=1.[CH3:25][O:26][C:27]([C:29]1[C:34]([SH:35])=[CH:33][CH:32]=[CH:31][N:30]=1)=[O:28]. The yield is 0.300. No catalyst specified. The product is [CH3:25][O:26][C:27]([C:29]1[C:34]([S:35][C:2]2[S:6][C:5]([NH:7][C:8]([NH:10][C:11]3[CH:16]=[CH:15][C:14]([CH3:17])=[CH:13][C:12]=3[C:18]([CH:20]3[CH2:24][CH2:23][CH2:22][CH2:21]3)=[O:19])=[O:9])=[N:4][CH:3]=2)=[CH:33][CH:32]=[CH:31][N:30]=1)=[O:28]. (9) The reactants are [F:1][C:2]1[C:10]([C:11]2[CH:16]=[CH:15][CH:14]=[C:13]([F:17])[CH:12]=2)=[CH:9][C:8]([CH3:18])=[CH:7][C:3]=1[C:4]([OH:6])=O.C(Cl)(C(Cl)=O)=O.[NH2:25][C:26]1[C:27]([CH3:34])=[C:28]([OH:33])[CH:29]=[CH:30][C:31]=1[CH3:32].C([O-])(O)=O.[Na+]. The catalyst is C(Cl)Cl.CN(C=O)C.C1COCC1.O. The product is [F:1][C:2]1[C:10]([C:11]2[CH:16]=[CH:15][CH:14]=[C:13]([F:17])[CH:12]=2)=[CH:9][C:8]([CH3:18])=[CH:7][C:3]=1[C:4]([NH:25][C:26]1[C:31]([CH3:32])=[CH:30][CH:29]=[C:28]([OH:33])[C:27]=1[CH3:34])=[O:6]. The yield is 0.730. (10) The reactants are C1(P(C2C=CC=CC=2)C2C=CC=CC=2)C=CC=CC=1.BrN1C(=O)CCC1=O.[Cl:28][C:29]1[CH:37]=[C:36]2[C:32]([C:33]([C:41]([OH:43])=O)=[CH:34][N:35]2[CH:38]([CH3:40])[CH3:39])=[CH:31][CH:30]=1.[NH2:44][C:45]1[CH:50]=[CH:49][C:48]([C:51]([F:54])([F:53])[F:52])=[CH:47][N:46]=1.C(=O)(O)[O-].[Na+]. The catalyst is C(Cl)Cl.O.C(OCC)(=O)C. The product is [F:54][C:51]([F:52])([F:53])[C:48]1[CH:49]=[CH:50][C:45]([NH:44][C:41]([C:33]2[C:32]3[C:36](=[CH:37][C:29]([Cl:28])=[CH:30][CH:31]=3)[N:35]([CH:38]([CH3:39])[CH3:40])[CH:34]=2)=[O:43])=[N:46][CH:47]=1. The yield is 0.190.